From a dataset of Peptide-MHC class I binding affinity with 185,985 pairs from IEDB/IMGT. Regression. Given a peptide amino acid sequence and an MHC pseudo amino acid sequence, predict their binding affinity value. This is MHC class I binding data. (1) The peptide sequence is ATSIYTIER. The MHC is HLA-A02:03 with pseudo-sequence HLA-A02:03. The binding affinity (normalized) is 0. (2) The peptide sequence is FVSRVPAKK. The binding affinity (normalized) is 0.347. The MHC is HLA-A03:01 with pseudo-sequence HLA-A03:01.